From a dataset of Forward reaction prediction with 1.9M reactions from USPTO patents (1976-2016). Predict the product of the given reaction. (1) Given the reactants [CH2:1]([C:8]1[CH:9]=[N:10][C:11]2[C:16]([C:17]=1[C:18]1[CH:19]=[C:20]([NH2:24])[CH:21]=[CH:22][CH:23]=1)=[CH:15][CH:14]=[CH:13][C:12]=2[C:25]([F:28])([F:27])[F:26])[C:2]1[CH:7]=[CH:6][CH:5]=[CH:4][CH:3]=1.[CH2:29]([O:31][C:32]1[CH:39]=[C:38]([O:40][CH2:41][CH3:42])[CH:37]=[CH:36][C:33]=1[CH:34]=O)[CH3:30], predict the reaction product. The product is: [CH2:1]([C:8]1[CH:9]=[N:10][C:11]2[C:16]([C:17]=1[C:18]1[CH:19]=[C:20]([NH:24][CH2:34][C:33]3[CH:36]=[CH:37][C:38]([O:40][CH2:41][CH3:42])=[CH:39][C:32]=3[O:31][CH2:29][CH3:30])[CH:21]=[CH:22][CH:23]=1)=[CH:15][CH:14]=[CH:13][C:12]=2[C:25]([F:28])([F:26])[F:27])[C:2]1[CH:3]=[CH:4][CH:5]=[CH:6][CH:7]=1. (2) The product is: [NH2:18][C:14]1[CH:15]=[CH:16][CH:17]=[C:12]([S:11]([CH3:10])(=[O:6])=[O:5])[C:13]=1[OH:21]. Given the reactants B1([O-])OO1.[OH2:5].[OH2:6].O.O.[Na+].[CH3:10][S:11][C:12]1[CH:17]=[CH:16][CH:15]=[C:14]([N+:18]([O-])=O)[C:13]=1[OH:21].Cl.C(=O)(O)[O-].[Na+], predict the reaction product.